This data is from Catalyst prediction with 721,799 reactions and 888 catalyst types from USPTO. The task is: Predict which catalyst facilitates the given reaction. (1) Reactant: Br[C:2]1[S:6][C:5]([C:7]([N:9]([C:11]2[CH:16]=[CH:15][CH:14]=[C:13]([O:17][CH3:18])[CH:12]=2)[CH3:10])=[O:8])=[CH:4][CH:3]=1.[F:19][C:20]1[CH:21]=[C:22](B(O)O)[CH:23]=[CH:24][C:25]=1[F:26]. Product: [F:19][C:20]1[CH:21]=[C:22]([C:2]2[S:6][C:5]([C:7]([N:9]([C:11]3[CH:16]=[CH:15][CH:14]=[C:13]([O:17][CH3:18])[CH:12]=3)[CH3:10])=[O:8])=[CH:4][CH:3]=2)[CH:23]=[CH:24][C:25]=1[F:26]. The catalyst class is: 492. (2) Reactant: [OH:1][CH2:2][C:3]1[CH:4]=[CH:5][C:6]([NH:9][C:10](=[O:16])[O:11][C:12]([CH3:15])([CH3:14])[CH3:13])=[N:7][CH:8]=1.CCN(C(C)C)C(C)C.[CH3:26][S:27](Cl)(=[O:29])=[O:28]. Product: [CH3:26][S:27]([O:1][CH2:2][C:3]1[CH:8]=[N:7][C:6]([NH:9][C:10]([O:11][C:12]([CH3:13])([CH3:15])[CH3:14])=[O:16])=[CH:5][CH:4]=1)(=[O:29])=[O:28]. The catalyst class is: 1. (3) Reactant: [ClH:1].C([N:9]1[CH2:14][CH2:13][CH:12]([CH2:15][C:16]([O:18][CH3:19])=[O:17])[CH2:11][CH2:10]1)(OC(C)(C)C)=O. Product: [ClH:1].[NH:9]1[CH2:14][CH2:13][CH:12]([CH2:15][C:16]([O:18][CH3:19])=[O:17])[CH2:11][CH2:10]1. The catalyst class is: 89. (4) Reactant: [O:1]1CCC(C(O)=O)C1.[CH:9]1([N:15]=[C:16]=[N:17][CH:18]2[CH2:23][CH2:22][CH2:21][CH2:20][CH2:19]2)[CH2:14][CH2:13][CH2:12][CH2:11][CH2:10]1.C(N(CC)CC)C. Product: [CH:18]1([NH:17][C:16]([NH:15][CH:9]2[CH2:10][CH2:11][CH2:12][CH2:13][CH2:14]2)=[O:1])[CH2:23][CH2:22][CH2:21][CH2:20][CH2:19]1. The catalyst class is: 4. (5) Reactant: [CH3:1][O:2][C:3]1[CH:8]=[CH:7][C:6]([NH:9][C:10](=[O:17])[C:11]2[CH:16]=[CH:15][CH:14]=[CH:13][CH:12]=2)=[CH:5][C:4]=1[N+:18]([O-])=O. Product: [NH2:18][C:4]1[CH:5]=[C:6]([NH:9][C:10](=[O:17])[C:11]2[CH:12]=[CH:13][CH:14]=[CH:15][CH:16]=2)[CH:7]=[CH:8][C:3]=1[O:2][CH3:1]. The catalyst class is: 401.